Dataset: Full USPTO retrosynthesis dataset with 1.9M reactions from patents (1976-2016). Task: Predict the reactants needed to synthesize the given product. (1) Given the product [F:28][C@H:6]1[CH2:4][NH:3][C@H:7]([C:38]([NH:36][C:35]2[N:27]=[N:19][CH:20]=[CH:21][CH:22]=2)=[O:39])[CH2:9]1, predict the reactants needed to synthesize it. The reactants are: CC[N:3]([CH:7]([CH3:9])C)[CH:4]([CH3:6])C.Cl.CN(C(O[N:19]1[N:27]=N[C:21]2[CH:22]=CC=N[C:20]1=2)=[N+](C)C)C.[F:28][P-](F)(F)(F)(F)F.[CH3:35][N:36]([CH:38]=[O:39])C. (2) Given the product [CH3:35][O:34][C:30]1[CH:29]=[C:26]([CH:25]=[C:24]([O:23][CH3:22])[C:31]=1[O:32][CH3:33])[CH2:27][N:14]1[CH2:13][CH2:12][C:11]2[C:16](=[CH:17][C:18]([O:19][CH3:20])=[C:9]([O:8][CH2:1][C:2]3[CH:7]=[CH:6][CH:5]=[CH:4][CH:3]=3)[CH:10]=2)[CH:15]1[CH3:21], predict the reactants needed to synthesize it. The reactants are: [CH2:1]([O:8][C:9]1[CH:10]=[C:11]2[C:16](=[CH:17][C:18]=1[O:19][CH3:20])[CH:15]([CH3:21])[NH:14][CH2:13][CH2:12]2)[C:2]1[CH:7]=[CH:6][CH:5]=[CH:4][CH:3]=1.[CH3:22][O:23][C:24]1[CH:25]=[C:26]([CH:29]=[C:30]([O:34][CH3:35])[C:31]=1[O:32][CH3:33])[CH2:27]Cl.C(N(CC)CC)C. (3) Given the product [F:1][C:2]1[C:3]([NH:19][C@@H:20]2[CH2:25][CH2:24][CH2:23][N:22]([C:26](=[O:29])[CH:27]=[CH2:28])[CH2:21]2)=[N:4][C:5]([NH:8][C:9]2[CH:18]=[C:17]3[C:12]([CH2:13][CH2:14][N:15]([CH:32]4[CH2:33][O:30][CH2:31]4)[CH2:16]3)=[CH:11][CH:10]=2)=[N:6][CH:7]=1, predict the reactants needed to synthesize it. The reactants are: [F:1][C:2]1[C:3]([NH:19][C@@H:20]2[CH2:25][CH2:24][CH2:23][N:22]([C:26](=[O:29])[CH:27]=[CH2:28])[CH2:21]2)=[N:4][C:5]([NH:8][C:9]2[CH:18]=[C:17]3[C:12]([CH2:13][CH2:14][NH:15][CH2:16]3)=[CH:11][CH:10]=2)=[N:6][CH:7]=1.[O:30]1[CH2:33][C:32](=O)[CH2:31]1.[BH3-]C#N.[Na+].